This data is from NCI-60 drug combinations with 297,098 pairs across 59 cell lines. The task is: Regression. Given two drug SMILES strings and cell line genomic features, predict the synergy score measuring deviation from expected non-interaction effect. (1) Drug 1: C1CN1P(=S)(N2CC2)N3CC3. Drug 2: C1=NC2=C(N=C(N=C2N1C3C(C(C(O3)CO)O)O)F)N. Cell line: HCC-2998. Synergy scores: CSS=51.7, Synergy_ZIP=-4.30, Synergy_Bliss=-2.81, Synergy_Loewe=0.520, Synergy_HSA=1.40. (2) Drug 1: C#CCC(CC1=CN=C2C(=N1)C(=NC(=N2)N)N)C3=CC=C(C=C3)C(=O)NC(CCC(=O)O)C(=O)O. Cell line: M14. Drug 2: CN(CC1=CN=C2C(=N1)C(=NC(=N2)N)N)C3=CC=C(C=C3)C(=O)NC(CCC(=O)O)C(=O)O. Synergy scores: CSS=33.8, Synergy_ZIP=-0.139, Synergy_Bliss=0.434, Synergy_Loewe=2.39, Synergy_HSA=2.73. (3) Drug 1: C(CC(=O)O)C(=O)CN.Cl. Drug 2: CC(C)CN1C=NC2=C1C3=CC=CC=C3N=C2N. Cell line: ACHN. Synergy scores: CSS=0.103, Synergy_ZIP=-2.17, Synergy_Bliss=-2.55, Synergy_Loewe=-2.43, Synergy_HSA=-3.65. (4) Drug 1: CS(=O)(=O)CCNCC1=CC=C(O1)C2=CC3=C(C=C2)N=CN=C3NC4=CC(=C(C=C4)OCC5=CC(=CC=C5)F)Cl. Drug 2: COC1=C2C(=CC3=C1OC=C3)C=CC(=O)O2. Cell line: MALME-3M. Synergy scores: CSS=-2.29, Synergy_ZIP=7.48, Synergy_Bliss=0.877, Synergy_Loewe=-0.281, Synergy_HSA=-3.00. (5) Drug 1: C1C(C(OC1N2C=NC3=C2NC=NCC3O)CO)O. Drug 2: B(C(CC(C)C)NC(=O)C(CC1=CC=CC=C1)NC(=O)C2=NC=CN=C2)(O)O. Cell line: SW-620. Synergy scores: CSS=22.1, Synergy_ZIP=2.27, Synergy_Bliss=-0.535, Synergy_Loewe=-48.3, Synergy_HSA=-5.54. (6) Drug 1: C1=CC(=CC=C1C#N)C(C2=CC=C(C=C2)C#N)N3C=NC=N3. Drug 2: C1CCC(C(C1)N)N.C(=O)(C(=O)[O-])[O-].[Pt+4]. Cell line: A498. Synergy scores: CSS=28.8, Synergy_ZIP=-1.10, Synergy_Bliss=1.45, Synergy_Loewe=0.608, Synergy_HSA=2.71. (7) Drug 1: CC1=C(C(CCC1)(C)C)C=CC(=CC=CC(=CC(=O)O)C)C. Drug 2: CCC1(C2=C(COC1=O)C(=O)N3CC4=CC5=C(C=CC(=C5CN(C)C)O)N=C4C3=C2)O.Cl. Cell line: NCI/ADR-RES. Synergy scores: CSS=11.9, Synergy_ZIP=3.49, Synergy_Bliss=5.01, Synergy_Loewe=-34.9, Synergy_HSA=-0.489.